From a dataset of Full USPTO retrosynthesis dataset with 1.9M reactions from patents (1976-2016). Predict the reactants needed to synthesize the given product. (1) The reactants are: [C:1]([C:5]1[CH:6]=[C:7]([C:15]2[N:19]([C:20]3[CH:25]=[CH:24][C:23]([C:26](=[O:30])[N:27]([CH3:29])[CH3:28])=[CH:22][CH:21]=3)[N:18]=[C:17]([C:31]3[CH:40]=[CH:39][C:34]([C:35]([O:37]C)=[O:36])=[CH:33][CH:32]=3)[CH:16]=2)[CH:8]=[C:9]([S:11][CH:12]([CH3:14])[CH3:13])[CH:10]=1)([CH3:4])([CH3:3])[CH3:2].[Li+].[OH-].Cl. Given the product [C:1]([C:5]1[CH:6]=[C:7]([C:15]2[N:19]([C:20]3[CH:25]=[CH:24][C:23]([C:26](=[O:30])[N:27]([CH3:29])[CH3:28])=[CH:22][CH:21]=3)[N:18]=[C:17]([C:31]3[CH:40]=[CH:39][C:34]([C:35]([OH:37])=[O:36])=[CH:33][CH:32]=3)[CH:16]=2)[CH:8]=[C:9]([S:11][CH:12]([CH3:14])[CH3:13])[CH:10]=1)([CH3:3])([CH3:4])[CH3:2], predict the reactants needed to synthesize it. (2) Given the product [OH:1][C@H:2]([CH3:12])[CH2:3][C:4]1[CH:9]=[C:8]([CH3:10])[CH:7]=[CH:6][C:5]=1[OH:11], predict the reactants needed to synthesize it. The reactants are: [OH:1][C@@H:2]([CH3:12])[CH2:3][C:4]1[CH:9]=[C:8]([CH3:10])[CH:7]=[CH:6][C:5]=1[OH:11].C(OC1C=CC(C)=CC=1C[C@H](O)C)C1C=CC=CC=1. (3) Given the product [N:1]([CH:10]1[CH2:9][CH2:8][CH:7]([C:17]([O:19][CH3:20])=[O:18])[C:6]([CH3:21])([CH3:5])[CH2:11]1)=[N+:2]=[N-:3], predict the reactants needed to synthesize it. The reactants are: [N-:1]=[N+:2]=[N-:3].[Na+].[CH3:5][C:6]1([CH3:21])[CH2:11][CH:10](OS(C)(=O)=O)[CH2:9][CH2:8][CH:7]1[C:17]([O:19][CH3:20])=[O:18].